Dataset: Forward reaction prediction with 1.9M reactions from USPTO patents (1976-2016). Task: Predict the product of the given reaction. (1) Given the reactants [C:1]([O:4][C@@H:5]([C@H:7]([NH:11]C(OCC1C=CC=CC=1)=O)[C:8]([NH2:10])=[O:9])[CH3:6])(=[O:3])[CH3:2], predict the reaction product. The product is: [C:1]([O:4][C@@H:5]([C@H:7]([NH2:11])[C:8]([NH2:10])=[O:9])[CH3:6])(=[O:3])[CH3:2]. (2) The product is: [CH3:13][N:14]1[CH2:19][CH2:18][N:17]([C:2]2[C:11]3[C:6](=[CH:7][CH:8]=[CH:9][CH:10]=3)[C:5](=[O:12])[NH:4][N:3]=2)[CH2:16][CH2:15]1. Given the reactants Cl[C:2]1[C:11]2[C:6](=[CH:7][CH:8]=[CH:9][CH:10]=2)[C:5](=[O:12])[NH:4][N:3]=1.[CH3:13][N:14]1[CH2:19][CH2:18][NH:17][CH2:16][CH2:15]1, predict the reaction product.